From a dataset of Catalyst prediction with 721,799 reactions and 888 catalyst types from USPTO. Predict which catalyst facilitates the given reaction. Reactant: [CH3:1][C:2]1[CH:7]=[C:6]([N:8]2[CH2:19][CH2:18][C:11]3([NH:15][C:14](=[O:16])[NH:13][C:12]3=[O:17])[CH2:10][CH2:9]2)[CH:5]=[CH:4][N:3]=1.[Cl:20][C:21]1[CH:22]=[C:23]2[C:28](=[CH:29][CH:30]=1)[CH:27]=[C:26]([S:31]([CH2:34][CH2:35]CO)(=[O:33])=[O:32])[CH:25]=[CH:24]2.[C:38]1(P(C2C=CC=CC=2)C2C=CC=CC=2)C=CC=CC=1.N(C(OCC)=O)=NC(OCC)=O. Product: [Cl:20][C:21]1[CH:22]=[C:23]2[C:28](=[CH:29][CH:30]=1)[CH:27]=[C:26]([S:31]([CH:34]([CH3:35])[CH2:38][N:13]1[C:12](=[O:17])[C:11]3([CH2:10][CH2:9][N:8]([C:6]4[CH:5]=[CH:4][N:3]=[C:2]([CH3:1])[CH:7]=4)[CH2:19][CH2:18]3)[NH:15][C:14]1=[O:16])(=[O:32])=[O:33])[CH:25]=[CH:24]2. The catalyst class is: 575.